This data is from Reaction yield outcomes from USPTO patents with 853,638 reactions. The task is: Predict the reaction yield, written as a fraction of the theoretical maximum amount of product (1.0 means a 100% yield; for example, 0.34 means a 34% yield). (1) The reactants are [CH3:16][C:11]1([CH3:17])[C:12]([CH3:15])([CH3:14])[O:13][B:9]([B:9]2[O:13][C:12]([CH3:15])([CH3:14])[C:11]([CH3:17])([CH3:16])[O:10]2)[O:10]1.C([O-])(=O)C.[K+].Br[C:25]1[CH:26]=[C:27]([C:30]2[CH:31]=[N:32][CH:33]=[CH:34][CH:35]=2)[O:28][CH:29]=1. The yield is 0.630. The catalyst is C1(P(C2C=CC=CC=2)[C-]2C=CC=C2)C=CC=CC=1.[C-]1(P(C2C=CC=CC=2)C2C=CC=CC=2)C=CC=C1.[Fe+2].Cl[Pd]Cl.O1CCOCC1. The product is [CH3:15][C:12]1([CH3:14])[C:11]([CH3:16])([CH3:17])[O:10][B:9]([C:25]2[CH:26]=[C:27]([C:30]3[CH:31]=[N:32][CH:33]=[CH:34][CH:35]=3)[O:28][CH:29]=2)[O:13]1. (2) The reactants are [Cl:1][C:2]1[CH:7]=[C:6](Cl)[N:5]=[CH:4][N:3]=1.[C:9]1(B(O)O)[CH:14]=[CH:13][CH:12]=[CH:11][CH:10]=1.C(=O)([O-])[O-].[Na+].[Na+].C(#N)C. The catalyst is Cl[Pd](Cl)([P](C1C=CC=CC=1)(C1C=CC=CC=1)C1C=CC=CC=1)[P](C1C=CC=CC=1)(C1C=CC=CC=1)C1C=CC=CC=1.O. The product is [Cl:1][C:2]1[CH:7]=[C:6]([C:9]2[CH:14]=[CH:13][CH:12]=[CH:11][CH:10]=2)[N:5]=[CH:4][N:3]=1. The yield is 0.370.